This data is from Peptide-MHC class I binding affinity with 185,985 pairs from IEDB/IMGT. The task is: Regression. Given a peptide amino acid sequence and an MHC pseudo amino acid sequence, predict their binding affinity value. This is MHC class I binding data. (1) The peptide sequence is SFQVDCFLWH. The MHC is HLA-A11:01 with pseudo-sequence HLA-A11:01. The binding affinity (normalized) is 0.0911. (2) The peptide sequence is YASALVLLI. The MHC is HLA-A02:03 with pseudo-sequence HLA-A02:03. The binding affinity (normalized) is 0.854. (3) The peptide sequence is LVYNHCEHG. The MHC is HLA-B40:01 with pseudo-sequence HLA-B40:01. The binding affinity (normalized) is 0.0847. (4) The peptide sequence is KTCPVQLWV. The MHC is HLA-A02:06 with pseudo-sequence HLA-A02:06. The binding affinity (normalized) is 0.750. (5) The peptide sequence is RRFNLFNKF. The MHC is HLA-A68:02 with pseudo-sequence HLA-A68:02. The binding affinity (normalized) is 0.0847. (6) The MHC is HLA-A02:19 with pseudo-sequence HLA-A02:19. The binding affinity (normalized) is 0.0847. The peptide sequence is THEANTMAM.